From a dataset of Drug-target binding data from BindingDB using Ki measurements. Regression. Given a target protein amino acid sequence and a drug SMILES string, predict the binding affinity score between them. We predict pKi (pKi = -log10(Ki in M); higher means stronger inhibition). Dataset: bindingdb_ki. The small molecule is CC[C@H](C)[C@H](NC(=O)[C@H](Cc1ccc(O)cc1)NC(=O)[C@H](Cc1c[nH]cn1)NC(=O)[C@H](CCCN=C(N)N)NC(=O)[C@H](CC(C)C)NC(=O)[C@H](C)NC(=O)[C@H](CO)NC(=O)[C@H](Cc1ccc(O)cc1)NC(=O)[C@H](Cc1ccc(O)cc1)NC(=O)[C@H](CCCN=C(N)N)NC(=O)[C@H](C)NC(=O)[C@H](CCSC)NC(=O)[C@H](CC(=O)O)NC(=O)[C@H](CCC(=O)O)NC(=O)[C@H](C)NC(=O)[C@@H]1CCCN1C(=O)[C@H](C)NC(=O)[C@H](CC(=O)O)NC(=O)[C@H](CCC(=O)O)NC(=O)CNC(=O)[C@@H]1CCCN1C(=O)[C@H](CC(N)=O)NC(=O)[C@H](CC(=O)O)NC(=O)[C@@H]1CCCN1C(=O)[C@H](CCCCN)NC(=O)[C@H](CO)NC(=O)[C@@H]1CCCN1C(=O)[C@@H](N)Cc1ccc(O)cc1)C(=O)N[C@@H](CC(N)=O)C(=O)N[C@@H](CC(C)C)C(=O)N[C@H](C(=O)N[C@H](C(=O)N[C@@H](CCCN=C(N)N)C(=O)N1CCC[C@H]1C(=O)N[C@@H](CCCN=C(N)N)C(=O)N[C@@H](Cc1ccc(O)cc1)C(N)=O)[C@@H](C)O)C(C)C. The target protein sequence is MGPINAEADENQTVEEMKMEPYGPGQPTPRGELAPDPEPELIDSTKLIEVQVVLILAYCSIILLGVIGNSLVIHVVIKFKSMRTVTNFFIANLAVADLLVNTLCLPFTLTYTLMGEWKMGPVLCHLVPYAQGLAVQVSTITLTVIALDRHRCIVYHLESKISKRISFLIIGLAWGISALLASPLAIFREYSLIEIIPDFEIVACTEKWPGEEKSIYSTIYSLSSLLILYVLPLGIISFSYTRIWSKLKNHISPGTASDHYHQRRQKTTKMLVCVVVVFAVSWLPLHAFQLAVDIDSQVLDLKEYKLIFTVFHIIAMCSTFANPLLYGWMNSNYRKAFLSAFRCEQRMDAIHSEVSVTFKAKKNLEVKKNNGPHDSFTEATNV. The pKi is 7.7.